From a dataset of Reaction yield outcomes from USPTO patents with 853,638 reactions. Predict the reaction yield, written as a fraction of the theoretical maximum amount of product (1.0 means a 100% yield; for example, 0.34 means a 34% yield). (1) The yield is 0.643. The product is [C:20]([C:23]1[CH:24]=[C:25]([NH:29][C:30]([NH:12][C:9]2[CH:10]=[CH:11][C:6]([O:5][CH2:4][CH2:3][N:2]([CH3:19])[CH3:1])=[C:7]([C:13]3[N:14]([CH3:18])[N:15]=[CH:16][CH:17]=3)[CH:8]=2)=[O:31])[CH:26]=[CH:27][CH:28]=1)(=[O:22])[CH3:21]. No catalyst specified. The reactants are [CH3:1][N:2]([CH3:19])[CH2:3][CH2:4][O:5][C:6]1[CH:11]=[CH:10][C:9]([NH2:12])=[CH:8][C:7]=1[C:13]1[N:14]([CH3:18])[N:15]=[CH:16][CH:17]=1.[C:20]([C:23]1[CH:24]=[C:25]([N:29]=[C:30]=[O:31])[CH:26]=[CH:27][CH:28]=1)(=[O:22])[CH3:21]. (2) The catalyst is O.C1(C)C=CC=CC=1. The yield is 0.801. The reactants are [OH:1][CH2:2][CH2:3][CH2:4][CH2:5][CH2:6][CH2:7][N:8]1[CH:12]=[CH:11][CH:10]=[CH:9]1.N1C=CC=CC=1.[C:19](Cl)(=[O:30])[CH2:20][CH2:21][CH2:22][CH2:23][CH2:24][CH2:25][CH2:26][CH2:27][CH:28]=[CH2:29].Cl. The product is [C:19]([O:1][CH2:2][CH2:3][CH2:4][CH2:5][CH2:6][CH2:7][N:8]1[CH:9]=[CH:10][CH:11]=[CH:12]1)(=[O:30])[CH2:20][CH2:21][CH2:22][CH2:23][CH2:24][CH2:25][CH2:26][CH2:27][CH:28]=[CH2:29]. (3) The reactants are Cl.[CH2:2]([O:9][C:10](=[O:16])[C@H:11]1[CH2:15][CH2:14][CH2:13][NH:12]1)[C:3]1[CH:8]=[CH:7][CH:6]=[CH:5][CH:4]=1.[S:17]1[C:21]([C:22]([OH:24])=O)=[CH:20][CH:19]=[C:18]1[C:25]([OH:27])=O. The catalyst is CCOC(C)=O. The product is [CH2:2]([O:9][C:10]([C@H:11]1[CH2:15][CH2:14][CH2:13][N:12]1[C:22]([C:21]1[S:17][C:18]([C:25]([N:12]2[CH2:13][CH2:14][CH2:15][C@@H:11]2[C:10]([O:9][CH2:2][C:3]2[CH:8]=[CH:7][CH:6]=[CH:5][CH:4]=2)=[O:16])=[O:27])=[CH:19][CH:20]=1)=[O:24])=[O:16])[C:3]1[CH:4]=[CH:5][CH:6]=[CH:7][CH:8]=1. The yield is 0.840. (4) The reactants are C(O[C:4]([C:6]1[N:10]2[CH2:11][CH2:12][N:13]([C:14]3[C:19]([CH3:20])=[CH:18][C:17]([CH3:21])=[CH:16][C:15]=3[CH3:22])[C:9]2=[N:8][C:7]=1[CH2:23][CH3:24])=[O:5])C.[CH2:25]([Mg]Cl)[CH2:26][CH3:27].[C:30]1(C)[CH:35]=CC=C[CH:31]=1. The catalyst is O1CCCC1. The product is [CH2:23]([C:7]1[N:8]=[C:9]2[N:13]([C:14]3[C:19]([CH3:20])=[CH:18][C:17]([CH3:21])=[CH:16][C:15]=3[CH3:22])[CH2:12][CH2:11][N:10]2[C:6]=1[C:4]([OH:5])([CH2:31][CH2:30][CH3:35])[CH2:25][CH2:26][CH3:27])[CH3:24]. The yield is 0.860. (5) The reactants are [CH3:1][Si](C=[N+]=[N-])(C)C.[C:8]([O:12][C:13]([N:15]1[CH2:20][CH2:19][NH:18][CH2:17][C@@H:16]1[C:21]([OH:23])=[O:22])=[O:14])([CH3:11])([CH3:10])[CH3:9]. The catalyst is CO.C(Cl)Cl. The product is [N:15]1([C:13]([O:12][C:8]([CH3:11])([CH3:9])[CH3:10])=[O:14])[CH2:20][CH2:19][NH:18][CH2:17][C@@H:16]1[C:21]([O:23][CH3:1])=[O:22]. The yield is 0.480. (6) The yield is 0.770. The catalyst is [OH-].[K+].C(O)C.[Cl-].[Na+].O. The reactants are [CH2:1]([CH:8]1[C:14]2[CH:15]=[C:16]([O:19][CH2:20][CH2:21][NH:22][S:23]([C:26]3[N:27]=[CH:28][N:29]([CH3:31])[CH:30]=3)(=[O:25])=[O:24])[CH:17]=[CH:18][C:13]=2[CH2:12][CH2:11][CH2:10][N:9]1C(OCC)=O)[C:2]1[CH:7]=[CH:6][CH:5]=[CH:4][CH:3]=1. The product is [CH2:1]([CH:8]1[C:14]2[CH:15]=[C:16]([O:19][CH2:20][CH2:21][NH:22][S:23]([C:26]3[N:27]=[CH:28][N:29]([CH3:31])[CH:30]=3)(=[O:25])=[O:24])[CH:17]=[CH:18][C:13]=2[CH2:12][CH2:11][CH2:10][NH:9]1)[C:2]1[CH:3]=[CH:4][CH:5]=[CH:6][CH:7]=1. (7) The reactants are C(O[C:4]([C:6]1[N:7]=[C:8]2[C:13]([Cl:14])=[CH:12][C:11]([C:15]([F:18])([F:17])[F:16])=[CH:10][N:9]2[CH:19]=1)=[O:5])C.[Cl:20][C:21]1[CH:26]=[CH:25][C:24]([O:27][CH3:28])=[CH:23][C:22]=1[S:29]([NH2:32])(=[O:31])=[O:30].[Cl-].C([Al+]CC)C.C(O)(C)C.C(O)(=O)C. The catalyst is CCCCCl. The product is [Cl:14][C:13]1[C:8]2[N:9]([CH:19]=[C:6]([C:4]([NH:32][S:29]([C:22]3[CH:23]=[C:24]([O:27][CH3:28])[CH:25]=[CH:26][C:21]=3[Cl:20])(=[O:31])=[O:30])=[O:5])[N:7]=2)[CH:10]=[C:11]([C:15]([F:16])([F:17])[F:18])[CH:12]=1. The yield is 0.852. (8) The reactants are N[C:2]1[CH:9]=[C:8]([F:10])[C:5]([C:6]#[N:7])=[C:4]([Cl:11])[CH:3]=1.S(=O)(=O)(O)O.N([O-])=O.[Na+].[I-:21].[K+]. The catalyst is O.CC#N. The product is [Cl:11][C:4]1[CH:3]=[C:2]([I:21])[CH:9]=[C:8]([F:10])[C:5]=1[C:6]#[N:7]. The yield is 0.810.